This data is from Catalyst prediction with 721,799 reactions and 888 catalyst types from USPTO. The task is: Predict which catalyst facilitates the given reaction. (1) Reactant: [NH2:1][C:2]1[CH:3]=[C:4]2[C:8](=[CH:9][CH:10]=1)[NH:7][C:6](=[O:11])[CH2:5]2.C[N:13](C)[CH:14]=[O:15].C[Si](N=C=O)(C)C. Product: [NH:1]([C:2]1[CH:3]=[C:4]2[C:8](=[CH:9][CH:10]=1)[NH:7][C:6](=[O:11])[CH2:5]2)[C:14]([NH2:13])=[O:15]. The catalyst class is: 7. (2) Reactant: [N+:1]([C:4]1[CH:5]=[N:6][C:7]2[C:12]([C:13]=1[NH:14][CH2:15][CH2:16][NH:17][C:18](=[O:24])[O:19][C:20]([CH3:23])([CH3:22])[CH3:21])=[N:11][CH:10]=[CH:9][CH:8]=2)([O-])=O. Product: [NH2:1][C:4]1[CH:5]=[N:6][C:7]2[C:12]([C:13]=1[NH:14][CH2:15][CH2:16][NH:17][C:18](=[O:24])[O:19][C:20]([CH3:22])([CH3:21])[CH3:23])=[N:11][CH:10]=[CH:9][CH:8]=2. The catalyst class is: 612. (3) Reactant: CS[C:3]1[N:8]=[C:7]([N:9]2[C:13]3[CH:14]=[CH:15][CH:16]=[CH:17][C:12]=3[N:11]=[N:10]2)[CH:6]=[CH:5][N:4]=1.ClNC(=O)CCC(N)=O.O.[CH:28]1([NH2:34])[CH2:33][CH2:32][CH2:31][CH2:30][CH2:29]1. Product: [N:9]1([C:7]2[CH:6]=[CH:5][N:4]=[C:3]([NH:34][CH:28]3[CH2:33][CH2:32][CH2:31][CH2:30][CH2:29]3)[N:8]=2)[C:13]2[CH:14]=[CH:15][CH:16]=[CH:17][C:12]=2[N:11]=[N:10]1. The catalyst class is: 37. (4) Reactant: [N:1]1[C:10]2[C:9](=[O:11])[CH2:8][CH2:7][CH2:6][C:5]=2[CH:4]=[CH:3][CH:2]=1.[CH3:12][C:13]1[NH:17][CH:16]=[N:15][C:14]=1[CH:18]=O.[OH-].[Na+]. Product: [CH3:12][C:13]1[NH:17][CH:16]=[N:15][C:14]=1/[CH:18]=[C:8]1\[CH2:7][CH2:6][C:5]2[CH:4]=[CH:3][CH:2]=[N:1][C:10]=2[C:9]\1=[O:11]. The catalyst class is: 65.